From a dataset of Forward reaction prediction with 1.9M reactions from USPTO patents (1976-2016). Predict the product of the given reaction. (1) The product is: [C:47]([O:46][C:42]([NH:43][NH:44][C:14]([CH2:13][C:6]1[C:5]2[C:10](=[CH:11][C:2]([OH:1])=[CH:3][CH:4]=2)[O:9][C:8](=[O:12])[CH:7]=1)=[O:16])=[O:45])([CH3:50])([CH3:49])[CH3:48]. Given the reactants [OH:1][C:2]1[CH:11]=[C:10]2[C:5]([C:6]([CH2:13][C:14]([OH:16])=O)=[CH:7][C:8](=[O:12])[O:9]2)=[CH:4][CH:3]=1.OC1C2N=NNC=2C=CC=1.C1(N=C=NC2CCCCC2)CCCCC1.[C:42]([O:46][C:47]([CH3:50])([CH3:49])[CH3:48])(=[O:45])[NH:43][NH2:44], predict the reaction product. (2) The product is: [CH2:3]([C:10]1([OH:13])[CH2:11][CH2:12][CH:7]([C:6]([F:14])([F:15])[F:5])[CH2:8][CH2:9]1)[CH3:4]. Given the reactants [Mg].Br[CH2:3][CH3:4].[F:5][C:6]([F:15])([F:14])[CH:7]1[CH2:12][CH2:11][C:10](=[O:13])[CH2:9][CH2:8]1.S(=O)(=O)(O)O, predict the reaction product. (3) The product is: [N:57]1([CH2:63][CH2:64][CH2:65][NH:66][C:21]([C:17]2[CH:18]=[C:19]3[C:14](=[CH:15][CH:16]=2)[NH:13][C:12]([C:3]2[C:2](=[O:1])[NH:11][C:10]4[C:5](=[CH:6][CH:7]=[CH:8][CH:9]=4)[N:4]=2)=[CH:20]3)=[O:22])[CH2:62][CH2:61][O:60][CH2:59][CH2:58]1. Given the reactants [O:1]=[C:2]1[NH:11][C:10]2[C:5](=[CH:6][CH:7]=[CH:8][CH:9]=2)[N:4]=[C:3]1[C:12]1[NH:13][C:14]2[C:19]([CH:20]=1)=[CH:18][C:17]([C:21](O)=[O:22])=[CH:16][CH:15]=2.C1CN([P+](ON2N=NC3C=CC=CC2=3)(N2CCCC2)N2CCCC2)CC1.F[P-](F)(F)(F)(F)F.[N:57]1([CH2:63][CH2:64][CH2:65][NH2:66])[CH2:62][CH2:61][O:60][CH2:59][CH2:58]1, predict the reaction product.